From a dataset of Peptide-MHC class I binding affinity with 185,985 pairs from IEDB/IMGT. Regression. Given a peptide amino acid sequence and an MHC pseudo amino acid sequence, predict their binding affinity value. This is MHC class I binding data. (1) The peptide sequence is LPRVVGGKTV. The MHC is HLA-B07:02 with pseudo-sequence HLA-B07:02. The binding affinity (normalized) is 1.00. (2) The peptide sequence is YQVNNLEEI. The MHC is HLA-A24:02 with pseudo-sequence HLA-A24:02. The binding affinity (normalized) is 0.315. (3) The peptide sequence is YPASLHKFF. The MHC is HLA-A02:01 with pseudo-sequence HLA-A02:01. The binding affinity (normalized) is 0.308. (4) The peptide sequence is RQTGGFFR. The MHC is Mamu-B03 with pseudo-sequence Mamu-B03. The binding affinity (normalized) is 0.133. (5) The peptide sequence is EVFGSTGDY. The MHC is HLA-A11:01 with pseudo-sequence HLA-A11:01. The binding affinity (normalized) is 0.762. (6) The peptide sequence is LTARGLIKM. The MHC is Mamu-A02 with pseudo-sequence Mamu-A02. The binding affinity (normalized) is 0.619. (7) The peptide sequence is EHVQGDIDL. The MHC is HLA-B35:01 with pseudo-sequence HLA-B35:01. The binding affinity (normalized) is 0.0847. (8) The MHC is HLA-A01:01 with pseudo-sequence HLA-A01:01. The peptide sequence is VVQPENLEY. The binding affinity (normalized) is 0.451.